This data is from Full USPTO retrosynthesis dataset with 1.9M reactions from patents (1976-2016). The task is: Predict the reactants needed to synthesize the given product. (1) Given the product [CH3:3][C:4]1[CH:5]=[C:6]([C:20]([OH:21])=[O:1])[C:7]([C:10]2[CH:11]=[CH:12][CH:13]=[CH:14][CH:15]=2)=[CH:8][CH:9]=1, predict the reactants needed to synthesize it. The reactants are: [OH-:1].[Na+].[CH3:3][C:4]1[CH:9]=[CH:8][C:7]([C:10]2[CH:15]=[CH:14][CH:13]=[CH:12][CH:11]=2)=[CH:6][C:5]=1C(OC)=O.[CH3:20][OH:21]. (2) Given the product [Br:1][C:2]1[CH:8]=[CH:7][C:5]([N:6]2[CH2:16][CH2:15][CH:14]([C:12](=[O:18])[CH3:13])[C:27](=[O:28])[C:29]2=[O:30])=[CH:4][CH:3]=1, predict the reactants needed to synthesize it. The reactants are: [Br:1][C:2]1[CH:8]=[CH:7][C:5]([NH2:6])=[CH:4][CH:3]=1.C1[O:18][C:12]([CH2:14][CH2:15][CH2:16]Cl)([CH3:13])OC1.C(=O)([O-])[O-].[K+].[K+].CC[C:27]([C:29](Cl)=[O:30])=[O:28].Cl.C[O-].[Na+]. (3) Given the product [Cl:1][C:2]1[CH:3]=[CH:4][C:5]([C:6]([NH:8][C:9]2[S:10][CH:11]=[C:12]([CH2:14][C:15](=[O:17])[NH:37][C:34]3[CH:33]=[CH:32][C:31]([C:26]4[CH:27]=[CH:28][CH:29]=[CH:30][C:25]=4[S:22]([CH3:21])(=[O:24])=[O:23])=[CH:36][N:35]=3)[N:13]=2)=[O:7])=[CH:18][CH:19]=1, predict the reactants needed to synthesize it. The reactants are: [Cl:1][C:2]1[CH:19]=[CH:18][C:5]([C:6]([NH:8][C:9]2[S:10][CH:11]=[C:12]([CH2:14][C:15]([OH:17])=O)[N:13]=2)=[O:7])=[CH:4][CH:3]=1.Cl.[CH3:21][S:22]([C:25]1[CH:30]=[CH:29][CH:28]=[CH:27][C:26]=1[C:31]1[CH:32]=[CH:33][C:34]([NH2:37])=[N:35][CH:36]=1)(=[O:24])=[O:23].